Dataset: Forward reaction prediction with 1.9M reactions from USPTO patents (1976-2016). Task: Predict the product of the given reaction. (1) Given the reactants [C:1]([O:5][C:6]([NH:8][C@@H:9]([CH3:22])[CH2:10][O:11][C:12]1[CH:13]=[C:14]([F:21])[C:15]([C:18]([OH:20])=O)=[N:16][CH:17]=1)=[O:7])([CH3:4])([CH3:3])[CH3:2].Cl.[NH2:24][C:25]1[CH:30]=[CH:29][C:28]([OH:31])=[CH:27][C:26]=1[OH:32].CN(C(ON1N=NC2C=CC=NC1=2)=[N+](C)C)C.F[P-](F)(F)(F)(F)F.C(N(CC)C(C)C)(C)C, predict the reaction product. The product is: [OH:32][C:26]1[CH:27]=[C:28]([OH:31])[CH:29]=[CH:30][C:25]=1[NH:24][C:18]([C:15]1[N:16]=[CH:17][C:12]([O:11][CH2:10][C@@H:9]([NH:8][C:6](=[O:7])[O:5][C:1]([CH3:2])([CH3:3])[CH3:4])[CH3:22])=[CH:13][C:14]=1[F:21])=[O:20]. (2) Given the reactants [C:1]([O:5][C:6]([N:8]1[CH2:12][C@@H:11]([NH:13][C:14](=[O:16])[CH3:15])[C@H:10]([F:17])[C@H:9]1[C:18]([O:20]CC1C=CC=CC=1)=[O:19])=[O:7])([CH3:4])([CH3:3])[CH3:2], predict the reaction product. The product is: [C:1]([O:5][C:6]([N:8]1[CH2:12][C@@H:11]([NH:13][C:14](=[O:16])[CH3:15])[C@H:10]([F:17])[C@H:9]1[C:18]([OH:20])=[O:19])=[O:7])([CH3:2])([CH3:3])[CH3:4]. (3) Given the reactants CSC.B.[F:5][C:6]1[C:11]([F:12])=[C:10]([OH:13])[CH:9]=[CH:8][C:7]=1[CH2:14][C:15](O)=[O:16], predict the reaction product. The product is: [F:12][C:11]1[C:6]([F:5])=[C:7]([CH2:14][CH2:15][OH:16])[CH:8]=[CH:9][C:10]=1[OH:13]. (4) Given the reactants [Br:1][C:2]1[C:7]2[N:8]=[C:9](Br)[NH:10][C:6]=2[C:5]([Br:12])=[C:4]([Br:13])[C:3]=1[Br:14].[NH2:15][CH2:16][CH2:17][N:18]1[CH2:22][CH2:21][CH2:20][CH2:19]1, predict the reaction product. The product is: [Br:1][C:2]1[C:7]2[N:8]=[C:9]([NH:15][CH2:16][CH2:17][N:18]3[CH2:22][CH2:21][CH2:20][CH2:19]3)[NH:10][C:6]=2[C:5]([Br:12])=[C:4]([Br:13])[C:3]=1[Br:14]. (5) Given the reactants C([O:5][C:6]([CH:8]1[CH:12]([CH2:13][C:14]([CH3:17])([CH3:16])[CH3:15])[C:11]([C:20]2[CH:25]=[CH:24][C:23]([Cl:26])=[CH:22][CH:21]=2)([C:18]#[N:19])[CH:10]([C:27]2[CH:32]=[CH:31][CH:30]=[C:29]([Cl:33])[CH:28]=2)[NH:9]1)=[O:7])(C)(C)C.[F:34][C:35]([F:40])([F:39])[C:36]([OH:38])=[O:37], predict the reaction product. The product is: [F:34][C:35]([F:40])([F:39])[C:36]([OH:38])=[O:37].[Cl:33][C:29]1[CH:28]=[C:27]([CH:10]2[NH:9][CH:8]([C:6]([OH:7])=[O:5])[CH:12]([CH2:13][C:14]([CH3:17])([CH3:16])[CH3:15])[C:11]2([C:20]2[CH:21]=[CH:22][C:23]([Cl:26])=[CH:24][CH:25]=2)[C:18]#[N:19])[CH:32]=[CH:31][CH:30]=1. (6) Given the reactants [Cl:1][C:2]1[CH:3]=[C:4]2[C:8](=[CH:9][CH:10]=1)[NH:7][CH:6]=[C:5]2[CH2:11][CH2:12][NH:13][C:14](=[O:23])[C:15]1[CH:20]=[CH:19][CH:18]=[C:17]([CH2:21]Cl)[CH:16]=1.[F:24][C:25]1[CH:30]=[CH:29][C:28](B(O)O)=[CH:27][CH:26]=1.C(=O)([O-])[O-].[Na+].[Na+].[I-].[Na+], predict the reaction product. The product is: [Cl:1][C:2]1[CH:3]=[C:4]2[C:8](=[CH:9][CH:10]=1)[NH:7][CH:6]=[C:5]2[CH2:11][CH2:12][NH:13][C:14](=[O:23])[C:15]1[CH:20]=[CH:19][CH:18]=[C:17]([CH2:21][C:28]2[CH:29]=[CH:30][C:25]([F:24])=[CH:26][CH:27]=2)[CH:16]=1.